From a dataset of Forward reaction prediction with 1.9M reactions from USPTO patents (1976-2016). Predict the product of the given reaction. (1) Given the reactants [CH:1]([C:3]1[N:7]([CH3:8])[CH:6]=[C:5]([C:9]([O:11][C:12]([CH3:15])([CH3:14])[CH3:13])=[O:10])[CH:4]=1)=O.[CH3:16][C:17]([S@@:20]([NH2:22])=[O:21])([CH3:19])[CH3:18].O, predict the reaction product. The product is: [C:17]([S@@:20](/[N:22]=[CH:1]/[C:3]1[N:7]([CH3:8])[CH:6]=[C:5]([C:9]([O:11][C:12]([CH3:15])([CH3:14])[CH3:13])=[O:10])[CH:4]=1)=[O:21])([CH3:19])([CH3:18])[CH3:16]. (2) Given the reactants Cl.Cl.[Cl:3][C:4]1[C:5]([NH:10][C:11]([N:13]2[CH2:18][CH2:17][NH:16][CH2:15][CH2:14]2)=[O:12])=[N:6][CH:7]=[CH:8][N:9]=1.[Cl:19][C:20]1[CH:25]=[CH:24][CH:23]=[CH:22][C:21]=1[CH2:26][CH2:27][O:28][C:29]1[CH:30]=[C:31]([CH:35]=[CH:36][N:37]=1)[C:32](O)=[O:33].CCN=C=NCCCN(C)C.C1C=CC2N(O)N=NC=2C=1, predict the reaction product. The product is: [Cl:19][C:20]1[CH:25]=[CH:24][CH:23]=[CH:22][C:21]=1[CH2:26][CH2:27][O:28][C:29]1[CH:30]=[C:31]([CH:35]=[CH:36][N:37]=1)[C:32]([N:16]1[CH2:17][CH2:18][N:13]([C:11]([NH:10][C:5]2[C:4]([Cl:3])=[N:9][CH:8]=[CH:7][N:6]=2)=[O:12])[CH2:14][CH2:15]1)=[O:33].